From a dataset of Reaction yield outcomes from USPTO patents with 853,638 reactions. Predict the reaction yield, written as a fraction of the theoretical maximum amount of product (1.0 means a 100% yield; for example, 0.34 means a 34% yield). The product is [S:25]1[C:29]2[CH:30]=[CH:31][CH:32]=[CH:33][C:28]=2[N:27]=[C:26]1[NH:34][C:35]([N:5]1[C:6]2[C:11](=[CH:10][CH:9]=[C:8]([C:12]3[N:17]=[C:16]([C:18]([O:20][C:21]([CH3:24])([CH3:23])[CH3:22])=[O:19])[CH:15]=[CH:14][CH:13]=3)[CH:7]=2)[N:2]([CH3:1])[CH2:3][CH2:4]1)=[O:36]. The catalyst is C(#N)C. The reactants are [CH3:1][N:2]1[C:11]2[C:6](=[CH:7][C:8]([C:12]3[N:17]=[C:16]([C:18]([O:20][C:21]([CH3:24])([CH3:23])[CH3:22])=[O:19])[CH:15]=[CH:14][CH:13]=3)=[CH:9][CH:10]=2)[NH:5][CH2:4][CH2:3]1.[S:25]1[C:29]2[CH:30]=[CH:31][CH:32]=[CH:33][C:28]=2[N:27]=[C:26]1[NH:34][C:35](=O)[O:36]C1C=CC([N+]([O-])=O)=CC=1. The yield is 0.850.